This data is from Peptide-MHC class II binding affinity with 134,281 pairs from IEDB. The task is: Regression. Given a peptide amino acid sequence and an MHC pseudo amino acid sequence, predict their binding affinity value. This is MHC class II binding data. (1) The peptide sequence is EGRRAKLRSAGEVEI. The MHC is DRB1_1201 with pseudo-sequence DRB1_1201. The binding affinity (normalized) is 0.190. (2) The peptide sequence is NLCVERVLDCRTAFK. The MHC is HLA-DQA10501-DQB10302 with pseudo-sequence HLA-DQA10501-DQB10302. The binding affinity (normalized) is 0.